This data is from Catalyst prediction with 721,799 reactions and 888 catalyst types from USPTO. The task is: Predict which catalyst facilitates the given reaction. (1) Reactant: [NH2:1][C:2]1[CH:7]=[CH:6][C:5]([CH2:8][N:9]2[CH2:14][CH2:13][N:12]([C:15]([O:17][C:18]([CH3:21])([CH3:20])[CH3:19])=[O:16])[C@@H:11]([CH3:22])[CH2:10]2)=[CH:4][CH:3]=1.[CH:23](=O)[CH3:24].C(O[BH-](OC(=O)C)OC(=O)C)(=O)C.[Na+].C(N(CC)CC)C.C([O-])(O)=O.[Na+]. Product: [CH2:23]([NH:1][C:2]1[CH:7]=[CH:6][C:5]([CH2:8][N:9]2[CH2:14][CH2:13][N:12]([C:15]([O:17][C:18]([CH3:21])([CH3:20])[CH3:19])=[O:16])[C@@H:11]([CH3:22])[CH2:10]2)=[CH:4][CH:3]=1)[CH3:24]. The catalyst class is: 26. (2) Reactant: [NH2:1][CH2:2][CH:3]([OH:14])[CH2:4][O:5][C:6]1[CH:11]=[CH:10][C:9]([F:12])=[C:8]([F:13])[CH:7]=1.Cl[C:16]([O:18][CH2:19][C:20]1[CH:25]=[CH:24][CH:23]=[CH:22][CH:21]=1)=[O:17].C(N(CC)C(C)C)(C)C.CN(C=O)C. Product: [CH2:19]([O:18][C:16](=[O:17])[NH:1][CH2:2][CH:3]([OH:14])[CH2:4][O:5][C:6]1[CH:11]=[CH:10][C:9]([F:12])=[C:8]([F:13])[CH:7]=1)[C:20]1[CH:25]=[CH:24][CH:23]=[CH:22][CH:21]=1. The catalyst class is: 527. (3) Reactant: [NH2:1][CH2:2][C:3]1[CH:7]=[N:6][N:5]([CH2:8][C@@H:9]2[C@H:12]([NH:13][C:14](=[O:50])/[C:15](=[N:29]\[O:30][C:31]3([C:34]([O:36][CH:37]([C:44]4[CH:49]=[CH:48][CH:47]=[CH:46][CH:45]=4)[C:38]4[CH:43]=[CH:42][CH:41]=[CH:40][CH:39]=4)=[O:35])[CH2:33][CH2:32]3)/[C:16]3[N:17]=[C:18]([NH:21][C:22]([O:24][C:25]([CH3:28])([CH3:27])[CH3:26])=[O:23])[S:19][CH:20]=3)[C:11](=[O:51])[NH:10]2)[N:4]=1.N1([C:57]([O:59][CH2:60][CH2:61][NH:62][C:63]([O:65][C:66]([CH3:69])([CH3:68])[CH3:67])=[O:64])=[O:58])C=CN=C1. Product: [C:25]([O:24][C:22]([NH:21][C:18]1[S:19][CH:20]=[C:16](/[C:15](=[N:29]/[O:30][C:31]2([C:34]([O:36][CH:37]([C:44]3[CH:49]=[CH:48][CH:47]=[CH:46][CH:45]=3)[C:38]3[CH:43]=[CH:42][CH:41]=[CH:40][CH:39]=3)=[O:35])[CH2:33][CH2:32]2)/[C:14]([NH:13][C@@H:12]2[C:11](=[O:51])[NH:10][C@@H:9]2[CH2:8][N:5]2[N:4]=[C:3]([CH2:2][NH:1][C:57](=[O:58])[O:59][CH2:60][CH2:61][NH:62][C:63](=[O:64])[O:65][C:66]([CH3:67])([CH3:68])[CH3:69])[CH:7]=[N:6]2)=[O:50])[N:17]=1)=[O:23])([CH3:27])([CH3:26])[CH3:28]. The catalyst class is: 2. (4) Reactant: [C:1]([N:8]1[CH2:15][CH2:14][CH2:13][C@H:9]1[C:10]([OH:12])=O)([O:3][C:4]([CH3:7])([CH3:6])[CH3:5])=[O:2].[F:16][C:17]([F:27])([F:26])[O:18][C:19]1[CH:20]=[C:21]([CH:23]=[CH:24][CH:25]=1)[NH2:22].CN(C(ON1N=NC2C=CC=CC1=2)=[N+](C)C)C.F[P-](F)(F)(F)(F)F.CCN(C(C)C)C(C)C. Product: [C:4]([O:3][C:1]([N:8]1[CH2:15][CH2:14][CH2:13][C@H:9]1[C:10](=[O:12])[NH:22][C:21]1[CH:23]=[CH:24][CH:25]=[C:19]([O:18][C:17]([F:16])([F:26])[F:27])[CH:20]=1)=[O:2])([CH3:5])([CH3:6])[CH3:7]. The catalyst class is: 3.